Dataset: HIV replication inhibition screening data with 41,000+ compounds from the AIDS Antiviral Screen. Task: Binary Classification. Given a drug SMILES string, predict its activity (active/inactive) in a high-throughput screening assay against a specified biological target. (1) The compound is C[N+]12CCCCC1C(COc1cccc3cccnc13)CCC2.[I-]. The result is 0 (inactive). (2) The drug is Cc1cccc(NC(=O)Nc2ccccc2F)n1. The result is 0 (inactive). (3) The molecule is COCN1C(=O)C2CC(OCC=CCBr)CN2C(=O)c2ccccc21. The result is 0 (inactive). (4) The compound is c1cc(-c2ncc3ccncc3n2)ccn1. The result is 0 (inactive). (5) The compound is CC(=O)OC1CCC2C3CCC4C(=O)c5oncc5CC4(C)C3CCC12C. The result is 0 (inactive). (6) The drug is O=[N+]([O-])C(=C(Nc1ccccc1)Nc1ccccc1)C(Cl)=C(Cl)Cl. The result is 0 (inactive). (7) The drug is COC(=O)[CH-][Ge]12[OH+]CCN(CC[OH+]1)CC[OH+]2. The result is 0 (inactive).